Dataset: Full USPTO retrosynthesis dataset with 1.9M reactions from patents (1976-2016). Task: Predict the reactants needed to synthesize the given product. Given the product [F:1][C:2]1[CH:17]=[C:16]([N+:18]([O-:20])=[O:19])[CH:15]=[CH:14][C:3]=1[O:4][C:5]1[C:6]2[N:13]([CH2:23][O:29][CH3:28])[CH:12]=[CH:11][C:7]=2[N:8]=[CH:9][N:10]=1, predict the reactants needed to synthesize it. The reactants are: [F:1][C:2]1[CH:17]=[C:16]([N+:18]([O-:20])=[O:19])[CH:15]=[CH:14][C:3]=1[O:4][C:5]1[C:6]2[NH:13][CH:12]=[CH:11][C:7]=2[N:8]=[CH:9][N:10]=1.[H-].[Na+].[CH3:23]O.CN([CH:28]=[O:29])C.